This data is from NCI-60 drug combinations with 297,098 pairs across 59 cell lines. The task is: Regression. Given two drug SMILES strings and cell line genomic features, predict the synergy score measuring deviation from expected non-interaction effect. (1) Drug 2: CN(CC1=CN=C2C(=N1)C(=NC(=N2)N)N)C3=CC=C(C=C3)C(=O)NC(CCC(=O)O)C(=O)O. Synergy scores: CSS=49.6, Synergy_ZIP=-2.63, Synergy_Bliss=-1.57, Synergy_Loewe=-4.88, Synergy_HSA=1.35. Drug 1: C1=CC(=C2C(=C1NCCNCCO)C(=O)C3=C(C=CC(=C3C2=O)O)O)NCCNCCO. Cell line: SN12C. (2) Drug 1: CC1C(C(CC(O1)OC2CC(CC3=C2C(=C4C(=C3O)C(=O)C5=C(C4=O)C(=CC=C5)OC)O)(C(=O)C)O)N)O.Cl. Drug 2: C1CCC(CC1)NC(=O)N(CCCl)N=O. Cell line: SF-539. Synergy scores: CSS=25.1, Synergy_ZIP=-3.34, Synergy_Bliss=2.22, Synergy_Loewe=-4.81, Synergy_HSA=4.68.